This data is from Forward reaction prediction with 1.9M reactions from USPTO patents (1976-2016). The task is: Predict the product of the given reaction. (1) The product is: [OH:6][C@H:4]([CH3:5])[C@H:3]([NH:7][C:8](=[O:29])[CH2:9][N:10]1[CH2:13][C:12]2([CH2:17][CH2:16][CH2:15][NH:14]2)[C:11]1=[O:28])[C:2]([NH2:1])=[O:30]. Given the reactants [NH2:1][C:2](=[O:30])[C@@H:3]([NH:7][C:8](=[O:29])[CH2:9][N:10]1[CH2:13][C:12]2([CH2:17][CH2:16][CH2:15][N:14]2C(OCC2C=CC=CC=2)=O)[C:11]1=[O:28])[C@H:4]([OH:6])[CH3:5], predict the reaction product. (2) The product is: [CH3:1][N:2]1[CH:6]=[C:5]([C:7]2[N:19]3[C:10]([C:11]4[CH:12]=[C:13]([C:42]5[CH:47]=[CH:46][CH:45]=[CH:44][CH:43]=5)[C:14]([C:20]5[CH:21]=[CH:22][C:23]([C:26]6([NH2:34])[CH2:29][C:28]7([O:33][CH2:32][CH2:31][O:30]7)[CH2:27]6)=[CH:24][CH:25]=5)=[N:15][C:16]=4[CH:17]=[CH:18]3)=[N:9][N:8]=2)[N:4]=[CH:3]1. Given the reactants [CH3:1][N:2]1[CH:6]=[C:5]([C:7]2[N:19]3[C:10]([C:11]4[CH:12]=[C:13]([C:42]5[CH:47]=[CH:46][CH:45]=[CH:44][CH:43]=5)[C:14]([C:20]5[CH:25]=[CH:24][C:23]([C:26]6([NH:34]C(=O)OC(C)(C)C)[CH2:29][C:28]7([O:33][CH2:32][CH2:31][O:30]7)[CH2:27]6)=[CH:22][CH:21]=5)=[N:15][C:16]=4[CH:17]=[CH:18]3)=[N:9][N:8]=2)[N:4]=[CH:3]1.C(O)(C(F)(F)F)=O, predict the reaction product.